From a dataset of Reaction yield outcomes from USPTO patents with 853,638 reactions. Predict the reaction yield, written as a fraction of the theoretical maximum amount of product (1.0 means a 100% yield; for example, 0.34 means a 34% yield). (1) No catalyst specified. The product is [OH:38][C:25]1[C:24](=[O:23])[N:13]([C:14]2[N:15]=[N:16][C:17]([CH3:20])=[CH:18][CH:19]=2)[CH:9]([C:8]2[CH:11]=[CH:12][C:5]([S:4][CH:1]([CH3:3])[CH3:2])=[CH:6][CH:7]=2)[C:26]=1[C:27](=[O:28])[C:29]1[CH:34]=[CH:33][C:32]([CH:35]([CH3:37])[CH3:36])=[CH:31][CH:30]=1. The reactants are [CH:1]([S:4][C:5]1[CH:12]=[CH:11][C:8]([CH:9]=O)=[CH:7][CH:6]=1)([CH3:3])[CH3:2].[NH2:13][C:14]1[N:15]=[N:16][C:17]([CH3:20])=[CH:18][CH:19]=1.C([O:23][C:24](=O)[C:25]([OH:38])=[CH:26][C:27]([C:29]1[CH:34]=[CH:33][C:32]([CH:35]([CH3:37])[CH3:36])=[CH:31][CH:30]=1)=[O:28])C. The yield is 0.270. (2) The product is [CH3:26][O:27][C:28]1[N:29]=[CH:30][C:31]([NH:34][C:35]([N:2]2[CH2:7][CH2:6][C:5](=[CH:8][C:9]3[CH:25]=[CH:24][CH:23]=[C:11]([O:12][C:13]4[CH:18]=[CH:17][C:16]([C:19]([F:22])([F:20])[F:21])=[CH:15][N:14]=4)[CH:10]=3)[CH2:4][CH2:3]2)=[O:36])=[N:32][CH:33]=1. The yield is 0.750. The reactants are Cl.[NH:2]1[CH2:7][CH2:6][C:5](=[CH:8][C:9]2[CH:10]=[C:11]([CH:23]=[CH:24][CH:25]=2)[O:12][C:13]2[CH:18]=[CH:17][C:16]([C:19]([F:22])([F:21])[F:20])=[CH:15][N:14]=2)[CH2:4][CH2:3]1.[CH3:26][O:27][C:28]1[N:29]=[CH:30][C:31]([NH:34][C:35](=O)[O:36]C2C=CC=CC=2)=[N:32][CH:33]=1.NC1C=NC(OC)=CN=1.C(N(C(C)C)CC)(C)C. The catalyst is CS(C)=O. (3) The reactants are Cl.[Sn](Cl)Cl.[N+:5]([C:8]1[CH:13]=[C:12]([C:14]([F:17])([F:16])[F:15])[CH:11]=[CH:10][C:9]=1[N:18]1[CH2:26][C:25]2[C:20](=[CH:21][CH:22]=[CH:23][CH:24]=2)[CH2:19]1)([O-])=O.C(=O)(O)[O-].[Na+]. The catalyst is CO. The product is [NH2:5][C:8]1[CH:13]=[C:12]([C:14]([F:15])([F:16])[F:17])[CH:11]=[CH:10][C:9]=1[N:18]1[CH2:26][C:25]2[C:20](=[CH:21][CH:22]=[CH:23][CH:24]=2)[CH2:19]1. The yield is 0.389. (4) The reactants are [CH3:1][CH2:2][CH2:3][N:4]([C@@H:12]1[CH2:17][C:16]2[CH:18]=[CH:19][CH:20]=[C:21]([OH:22])[C:15]=2[CH2:14][CH2:13]1)[CH2:5][CH2:6][C:7]1[S:11][CH:10]=[CH:9][CH:8]=1.Cl.N. The catalyst is O. The product is [CH3:1][CH2:2][CH2:3][N:4]([C@@H:12]1[CH2:17][C:16]2[CH:18]=[CH:19][CH:20]=[C:21]([OH:22])[C:15]=2[CH2:14][CH2:13]1)[CH2:5][CH2:6][C:7]1[S:11][CH:10]=[CH:9][CH:8]=1. The yield is 0.850. (5) The reactants are [Si]([O:8][CH2:9][CH2:10][CH2:11][C:12]([C:24]1[CH:29]=[CH:28][CH:27]=[C:26]([Cl:30])[CH:25]=1)([C:14]1[CH:18]=[C:17]([CH:19]2[O:23][CH2:22][CH2:21][O:20]2)[S:16][CH:15]=1)[OH:13])(C(C)(C)C)(C)C. The catalyst is C1COCC1. The product is [Cl:30][C:26]1[CH:25]=[C:24]([C:12]([C:14]2[CH:18]=[C:17]([CH:19]3[O:23][CH2:22][CH2:21][O:20]3)[S:16][CH:15]=2)([OH:13])[CH2:11][CH2:10][CH2:9][OH:8])[CH:29]=[CH:28][CH:27]=1. The yield is 0.890. (6) The reactants are [NH2:1][CH2:2][CH2:3][NH:4][CH2:5][C@@H:6]1[C@H:9]([NH:10][C:11](=[O:38])/[C:12](=[N:26]\[O:27][C:28]([CH3:37])([CH3:36])[C:29]([O:31][C:32]([CH3:35])([CH3:34])[CH3:33])=[O:30])/[C:13]2[N:14]=[C:15]([NH:18][C:19]([O:21][C:22]([CH3:25])([CH3:24])[CH3:23])=[O:20])[S:16][CH:17]=2)[C:8](=[O:39])[NH:7]1.C1N=CN([C:45](N2C=NC=C2)=[O:46])C=1. The catalyst is C(Cl)(Cl)Cl.CCOC(C)=O. The product is [C:22]([O:21][C:19]([NH:18][C:15]1[S:16][CH:17]=[C:13](/[C:12](=[N:26]/[O:27][C:28]([CH3:37])([CH3:36])[C:29]([O:31][C:32]([CH3:35])([CH3:34])[CH3:33])=[O:30])/[C:11](=[O:38])[NH:10][C@H:9]2[C@@H:6]([CH2:5][N:4]3[CH2:3][CH2:2][NH:1][C:45]3=[O:46])[NH:7][C:8]2=[O:39])[N:14]=1)=[O:20])([CH3:25])([CH3:24])[CH3:23]. The yield is 0.810. (7) The reactants are [C:1]([O:4][CH2:5][C:6]1[C:11](B2OC(C)(C)C(C)(C)O2)=[CH:10][C:9]([F:21])=[CH:8][C:7]=1[N:22]1[CH2:34][CH2:33][N:25]2[C:26]3[CH2:27][CH2:28][CH2:29][CH2:30][C:31]=3[CH:32]=[C:24]2[C:23]1=[O:35])(=[O:3])[CH3:2].Cl[C:37]1[CH:38]=[C:39]([NH:46][C:47]2[CH:52]=[CH:51][C:50]([N:53]3[CH2:58][CH2:57][N:56]([CH:59]4[CH2:62][O:61][CH2:60]4)[CH2:55][CH2:54]3)=[CH:49][N:48]=2)[C:40]2[N:41]([N:43]=[CH:44][N:45]=2)[CH:42]=1.[O-]P([O-])([O-])=O.[K+].[K+].[K+].CC([O-])=O.[Na+]. The catalyst is CC#N.O.C1C=CC(P(C2C=CC=CC=2)[C-]2C=CC=C2)=CC=1.C1C=CC(P(C2C=CC=CC=2)[C-]2C=CC=C2)=CC=1.Cl[Pd]Cl.[Fe+2]. The product is [C:1]([O:4][CH2:5][C:6]1[C:7]([N:22]2[CH2:34][CH2:33][N:25]3[C:26]4[CH2:27][CH2:28][CH2:29][CH2:30][C:31]=4[CH:32]=[C:24]3[C:23]2=[O:35])=[CH:8][C:9]([F:21])=[CH:10][C:11]=1[C:37]1[CH:38]=[C:39]([NH:46][C:47]2[CH:52]=[CH:51][C:50]([N:53]3[CH2:58][CH2:57][N:56]([CH:59]4[CH2:60][O:61][CH2:62]4)[CH2:55][CH2:54]3)=[CH:49][N:48]=2)[C:40]2[N:41]([N:43]=[CH:44][N:45]=2)[CH:42]=1)(=[O:3])[CH3:2]. The yield is 0.600.